This data is from Full USPTO retrosynthesis dataset with 1.9M reactions from patents (1976-2016). The task is: Predict the reactants needed to synthesize the given product. (1) Given the product [F:50][C:51]1[CH:59]=[CH:58][CH:57]=[C:56]([F:60])[C:52]=1[C:53]([NH:38][C@H:34]1[CH2:35][CH2:36][CH2:37][C@:33]1([CH3:32])[NH:39][C:40]1[CH:45]=[N:44][C:43]([C:46]([F:49])([F:47])[F:48])=[CH:42][N:41]=1)=[O:54], predict the reactants needed to synthesize it. The reactants are: C[C@]1(NC2C=NC(C(F)(F)F)=CN=2)CCC[C@@H]1NC(C1C(N2N=CC=N2)=CC=CN=1)=O.[CH3:32][C@:33]1([NH:39][C:40]2[CH:45]=[N:44][C:43]([C:46]([F:49])([F:48])[F:47])=[CH:42][N:41]=2)[CH2:37][CH2:36][CH2:35][C@@H:34]1[NH2:38].[F:50][C:51]1[CH:59]=[CH:58][CH:57]=[C:56]([F:60])[C:52]=1[C:53](O)=[O:54]. (2) Given the product [Br:1][C:2]1[S:6][C:5]([C:7]2[N:12]=[C:11]([NH:13][C:14]3[CH:22]=[CH:21][C:17]([C:43]([NH:39][O:38][C:33]([O:52][CH3:51])([CH3:32])[CH3:34])=[O:48])=[CH:16][CH:15]=3)[C:10]([CH2:23][CH3:24])=[C:9]([CH3:25])[N:8]=2)=[CH:4][CH:3]=1, predict the reactants needed to synthesize it. The reactants are: [Br:1][C:2]1[S:6][C:5]([C:7]2[N:12]=[C:11]([NH:13][C:14]3[CH:22]=[CH:21][C:17](C(O)=O)=[CH:16][CH:15]=3)[C:10]([CH2:23][CH3:24])=[C:9]([CH3:25])[N:8]=2)=[CH:4][CH:3]=1.Cl.C(N=C=N[CH2:32][CH2:33][CH2:34]N(C)C)C.[OH:38][N:39]1[C:43]2C=CC=CC=2N=N1.[OH2:48].CN(C)[CH:51]=[O:52]. (3) Given the product [F:1][C:2]1[CH:7]=[CH:6][C:5]([C:8]2[N:17]=[C:16]([C:18]([N:27]3[CH2:26][CH2:25][C:24]4[C:29](=[CH:30][CH:31]=[C:32]([N:33]([CH3:35])[CH3:34])[C:23]=4[OH:22])[CH2:28]3)=[O:20])[C:15]3[C:10](=[CH:11][CH:12]=[CH:13][CH:14]=3)[N:9]=2)=[CH:4][CH:3]=1, predict the reactants needed to synthesize it. The reactants are: [F:1][C:2]1[CH:7]=[CH:6][C:5]([C:8]2[N:17]=[C:16]([C:18]([OH:20])=O)[C:15]3[C:10](=[CH:11][CH:12]=[CH:13][CH:14]=3)[N:9]=2)=[CH:4][CH:3]=1.Cl.[OH:22][C:23]1[C:32]([N:33]([CH3:35])[CH3:34])=[CH:31][CH:30]=[C:29]2[C:24]=1[CH2:25][CH2:26][NH:27][CH2:28]2. (4) Given the product [Cl:1][C:2]1[CH:11]=[CH:10][C:9]([C:12]([O:14][CH3:15])=[O:13])=[C:8]2[C:3]=1[C:4](=[O:16])[C:5](=[CH:19][N:20]([CH3:22])[CH3:21])[CH2:6][S:7]2, predict the reactants needed to synthesize it. The reactants are: [Cl:1][C:2]1[CH:11]=[CH:10][C:9]([C:12]([O:14][CH3:15])=[O:13])=[C:8]2[C:3]=1[C:4](=[O:16])[CH2:5][CH2:6][S:7]2.CO[CH:19](OC)[N:20]([CH3:22])[CH3:21]. (5) Given the product [CH2:1]=[CH:2][C:3]1[CH:8]=[CH:7][CH:6]=[CH:5][CH:4]=1.[CH2:9]=[CH:10][CH:11]=[CH2:12].[CH2:1]=[CH:2][C:3]1[CH:8]=[CH:7][CH:6]=[CH:5][CH:4]=1, predict the reactants needed to synthesize it. The reactants are: [CH2:1]=[CH:2][C:3]1[CH:8]=[CH:7][CH:6]=[CH:5][CH:4]=1.[CH2:9]([Li])[CH2:10][CH2:11][CH3:12].C=CC=C.Cl[SiH2]Cl. (6) Given the product [C:4]([N:7]1[C:13]2[CH:14]=[C:15]([C:18](=[O:22])[CH2:19][CH2:20][N:2]([CH3:3])[CH3:1])[CH:16]=[CH:17][C:12]=2[CH2:11][CH2:10][CH2:9][CH2:8]1)(=[O:6])[CH3:5], predict the reactants needed to synthesize it. The reactants are: [CH3:1][NH:2][CH3:3].[C:4]([N:7]1[C:13]2[CH:14]=[C:15]([C:18](=[O:22])[CH2:19][CH2:20]Cl)[CH:16]=[CH:17][C:12]=2[CH2:11][CH2:10][CH2:9][CH2:8]1)(=[O:6])[CH3:5].